This data is from Forward reaction prediction with 1.9M reactions from USPTO patents (1976-2016). The task is: Predict the product of the given reaction. (1) Given the reactants [Br:1][C:2]1[CH:7]=[CH:6][C:5]([CH:8]2[C:19]3[C:11](=[CH:12][C:13]4[CH:14]([C:21]5[CH:26]=[CH:25][C:24]([Br:27])=[CH:23][CH:22]=5)[C:15](=[O:20])[NH:16][C:17]=4[CH:18]=3)[NH:10][C:9]2=[O:28])=[CH:4][CH:3]=1.C1(Cl)C(=O)C(Cl)=C(Cl)C(=O)C=1Cl, predict the reaction product. The product is: [Br:27][C:24]1[CH:25]=[CH:26][C:21]([C:14]2[C:15](=[O:20])[NH:16][C:17]3[C:13]=2[CH:12]=[C:11]2[C:19](=[C:8]([C:5]4[CH:6]=[CH:7][C:2]([Br:1])=[CH:3][CH:4]=4)[C:9](=[O:28])[NH:10]2)[CH:18]=3)=[CH:22][CH:23]=1. (2) Given the reactants CS([C:5]1[N:6]=[N:7][CH:8]=[C:9]([C:11]2[CH:16]=[CH:15][CH:14]=[C:13]([O:17][CH3:18])[CH:12]=2)[N:10]=1)(=O)=O.[NH3:19].C1COCC1, predict the reaction product. The product is: [CH3:18][O:17][C:13]1[CH:12]=[C:11]([C:9]2[N:10]=[C:5]([NH2:19])[N:6]=[N:7][CH:8]=2)[CH:16]=[CH:15][CH:14]=1. (3) Given the reactants Br[C:2]1[C:10]2[O:9][CH2:8][CH:7]([C:11]3[CH:16]=[CH:15][C:14]([CH:17]([CH3:19])[CH3:18])=[CH:13][CH:12]=3)[C:6]=2[C:5]([CH3:20])=[C:4]([NH:21][C:22](=[O:28])[CH2:23][C:24]([CH3:27])([CH3:26])[CH3:25])[C:3]=1[CH3:29].[CH2:30]([O:32][C:33]([C:35]1[CH:36]=[C:37](B(O)O)[CH:38]=[CH:39][CH:40]=1)=[O:34])[CH3:31], predict the reaction product. The product is: [CH3:25][C:24]([CH3:27])([CH3:26])[CH2:23][C:22]([NH:21][C:4]1[C:3]([CH3:29])=[C:2]([C:39]2[CH:40]=[C:35]([CH:36]=[CH:37][CH:38]=2)[C:33]([O:32][CH2:30][CH3:31])=[O:34])[C:10]2[O:9][CH2:8][CH:7]([C:11]3[CH:16]=[CH:15][C:14]([CH:17]([CH3:19])[CH3:18])=[CH:13][CH:12]=3)[C:6]=2[C:5]=1[CH3:20])=[O:28]. (4) The product is: [F:22][C:18]([F:23])([O:17][C:14]1[CH:13]=[CH:12][C:11]([N:8]2[CH2:9][CH2:10][N:5]([S:2]([CH2:1][C:36]([CH:38]3[CH2:43][CH2:42][O:41][CH2:40][CH2:39]3)=[O:35])(=[O:3])=[O:4])[CH2:6][CH2:7]2)=[CH:16][CH:15]=1)[CH:19]([F:21])[F:20]. Given the reactants [CH3:1][S:2]([N:5]1[CH2:10][CH2:9][N:8]([C:11]2[CH:16]=[CH:15][C:14]([O:17][C:18]([F:23])([F:22])[CH:19]([F:21])[F:20])=[CH:13][CH:12]=2)[CH2:7][CH2:6]1)(=[O:4])=[O:3].C[Si]([N-][Si](C)(C)C)(C)C.[Li+].C[O:35][C:36]([CH:38]1[CH2:43][CH2:42][O:41][CH2:40][CH2:39]1)=O, predict the reaction product. (5) The product is: [N:14]([CH2:17][C:18]1[N:22]([CH2:23][C:24]([N:11]2[CH2:12][CH2:13][N:8]([C:5]3[CH:4]=[CH:3][C:2]([Cl:1])=[CH:7][CH:6]=3)[CH2:9][CH2:10]2)=[O:25])[N:21]=[C:20]([C:27]([F:30])([F:28])[F:29])[C:19]=1[Cl:31])=[N+:15]=[N-:16]. Given the reactants [Cl:1][C:2]1[CH:7]=[CH:6][C:5]([N:8]2[CH2:13][CH2:12][NH:11][CH2:10][CH2:9]2)=[CH:4][CH:3]=1.[N:14]([CH2:17][C:18]1[N:22]([CH2:23][C:24](O)=[O:25])[N:21]=[C:20]([C:27]([F:30])([F:29])[F:28])[C:19]=1[Cl:31])=[N+:15]=[N-:16].C(N(CC)CC)C.F[P-](F)(F)(F)(F)F.N1(OC(N(C)C)=[N+](C)C)C2N=CC=CC=2N=N1, predict the reaction product.